The task is: Predict the reactants needed to synthesize the given product.. This data is from Full USPTO retrosynthesis dataset with 1.9M reactions from patents (1976-2016). Given the product [S:3]1[C:4]2[CH:10]=[CH:9][CH:8]=[CH:7][C:5]=2[N:6]=[C:2]1[NH:22][C@@H:18]([CH2:17][CH:14]1[CH2:13][CH2:12][CH2:11][CH2:16][CH2:15]1)[C:19]([NH:34][CH2:33][CH2:32][NH:31][C:28]1[CH:29]=[CH:30][C:25]([O:24][CH3:23])=[CH:26][CH:27]=1)=[O:21], predict the reactants needed to synthesize it. The reactants are: Cl[C:2]1[S:3][C:4]2[CH:10]=[CH:9][CH:8]=[CH:7][C:5]=2[N:6]=1.[CH2:11]1[CH2:16][CH2:15][CH:14]([CH2:17][C@H:18]([NH2:22])[C:19]([OH:21])=O)[CH2:13][CH2:12]1.[CH3:23][O:24][C:25]1[CH:30]=[CH:29][C:28]([NH:31][CH2:32][CH2:33][NH2:34])=[CH:27][CH:26]=1.